Dataset: Forward reaction prediction with 1.9M reactions from USPTO patents (1976-2016). Task: Predict the product of the given reaction. (1) Given the reactants [CH2:1]([O:5][C:6]([N:8]1[CH2:13][CH2:12][N:11]([C:14](=[O:40])[C@@H:15]([NH:25][C:26]([C:28]2[CH:37]=[C:36]([OH:38])[C:35]3[C:30](=[CH:31][C:32]([CH3:39])=[CH:33][CH:34]=3)[CH:29]=2)=[O:27])[CH2:16][CH2:17][C:18]([O:20][C:21]([CH3:24])([CH3:23])[CH3:22])=[O:19])[CH2:10][CH2:9]1)=[O:7])[CH2:2][CH2:3][CH3:4].C(=O)([O-])[O-].[Cs+].[Cs+].[CH2:47]([O:54][C:55](=[O:58])[CH2:56]Br)[C:48]1[CH:53]=[CH:52][CH:51]=[CH:50][CH:49]=1, predict the reaction product. The product is: [CH2:1]([O:5][C:6]([N:8]1[CH2:9][CH2:10][N:11]([C:14](=[O:40])[C@@H:15]([NH:25][C:26]([C:28]2[CH:37]=[C:36]([O:38][CH2:56][C:55]([O:54][CH2:47][C:48]3[CH:53]=[CH:52][CH:51]=[CH:50][CH:49]=3)=[O:58])[C:35]3[C:30](=[CH:31][C:32]([CH3:39])=[CH:33][CH:34]=3)[CH:29]=2)=[O:27])[CH2:16][CH2:17][C:18]([O:20][C:21]([CH3:23])([CH3:22])[CH3:24])=[O:19])[CH2:12][CH2:13]1)=[O:7])[CH2:2][CH2:3][CH3:4]. (2) Given the reactants [CH:1]1([C:7]2([CH3:15])[N:11]([CH3:12])[C:10](=[O:13])[NH:9][C:8]2=[O:14])[CH2:6][CH2:5][CH2:4][CH2:3][CH2:2]1.Br[CH2:17][C:18]([C:20]1[CH:25]=[CH:24][C:23]([O:26][CH3:27])=[C:22]([OH:28])[CH:21]=1)=[O:19], predict the reaction product. The product is: [CH:1]1([C:7]2([CH3:15])[N:11]([CH3:12])[C:10](=[O:13])[N:9]([CH2:17][C:18]([C:20]3[CH:25]=[CH:24][C:23]([O:26][CH3:27])=[C:22]([OH:28])[CH:21]=3)=[O:19])[C:8]2=[O:14])[CH2:2][CH2:3][CH2:4][CH2:5][CH2:6]1. (3) The product is: [F:1][C:2]([F:14])([F:15])[C:3]1[CH:13]=[CH:12][C:6]([CH:7]([NH2:11])[C:8]([O:10][CH3:20])=[O:9])=[CH:5][CH:4]=1. Given the reactants [F:1][C:2]([F:15])([F:14])[C:3]1[CH:13]=[CH:12][C:6]([CH:7]([NH2:11])[C:8]([OH:10])=[O:9])=[CH:5][CH:4]=1.S(Cl)(Cl)=O.[CH3:20]O, predict the reaction product. (4) The product is: [Cl:3][C:4]1[CH:13]=[CH:12][C:7]2[N:8]=[C:9]([S:31]([CH3:14])=[O:35])[O:10][C:6]=2[CH:5]=1. Given the reactants IC.[Cl:3][C:4]1[CH:13]=[CH:12][C:7]2[NH:8][C:9](=S)[O:10][C:6]=2[CH:5]=1.[C:14]([O-])([O-])=O.[K+].[K+].ClC1C=CC=C(C(OO)=O)C=1.[S:31]([O-:35])([O-])(=O)=S.[Na+].[Na+], predict the reaction product. (5) The product is: [CH2:18]([O:25][C:26]1[CH:27]=[CH:28][C:29]([C:30]([NH:17][CH2:16][C@H:13]2[CH2:12][CH2:11][C@@H:10]([CH2:9][O:8][Si:1]([C:4]([CH3:7])([CH3:6])[CH3:5])([CH3:3])[CH3:2])[CH2:15][CH2:14]2)=[O:31])=[CH:33][CH:34]=1)[C:19]1[CH:20]=[CH:21][CH:22]=[CH:23][CH:24]=1. Given the reactants [Si:1]([O:8][CH2:9][C@@H:10]1[CH2:15][CH2:14][C@H:13]([CH2:16][NH2:17])[CH2:12][CH2:11]1)([C:4]([CH3:7])([CH3:6])[CH3:5])([CH3:3])[CH3:2].[CH2:18]([O:25][C:26]1[CH:34]=[CH:33][C:29]([C:30](O)=[O:31])=[CH:28][CH:27]=1)[C:19]1[CH:24]=[CH:23][CH:22]=[CH:21][CH:20]=1.CCN=C=NCCCN(C)C.C1C=CC2N(O)N=NC=2C=1.O, predict the reaction product. (6) Given the reactants [F:1][C:2]1[CH:3]=[C:4]([CH:39]=[CH:40][C:41]=1[O:42][CH3:43])[CH2:5][N:6]1[C:11]2[CH:12]=[C:13]([C:15]3[CH:20]=[CH:19][C:18]([F:21])=[CH:17][C:16]=3[O:22][CH3:23])[S:14][C:10]=2[C:9](=[O:24])[N:8]([CH:25]2[CH2:30][CH2:29][N:28](C(OC(C)(C)C)=O)[CH2:27][CH2:26]2)[C:7]1=[O:38].[ClH:44], predict the reaction product. The product is: [ClH:44].[F:1][C:2]1[CH:3]=[C:4]([CH:39]=[CH:40][C:41]=1[O:42][CH3:43])[CH2:5][N:6]1[C:11]2[CH:12]=[C:13]([C:15]3[CH:20]=[CH:19][C:18]([F:21])=[CH:17][C:16]=3[O:22][CH3:23])[S:14][C:10]=2[C:9](=[O:24])[N:8]([CH:25]2[CH2:26][CH2:27][NH:28][CH2:29][CH2:30]2)[C:7]1=[O:38]. (7) Given the reactants [CH2:1]([C:5]1[CH:13]=[CH:12][C:8]([C:9]([OH:11])=O)=[CH:7][CH:6]=1)[CH:2]([CH3:4])[CH3:3].ON1C2C=CC=CC=2N=N1.F[B-](F)(F)F.N1(OC(N(C)C)=[N+](C)C)C2C=CC=CC=2N=N1.C(N(C(C)C)CC)(C)C.[NH2:55][C:56](=[N:68]O)[C:57]1[N:58]=[CH:59][C:60]([C:63]([O:65][CH2:66][CH3:67])=[O:64])=[N:61][CH:62]=1, predict the reaction product. The product is: [CH2:1]([C:5]1[CH:6]=[CH:7][C:8]([C:9]2[O:11][N:55]=[C:56]([C:57]3[N:58]=[CH:59][C:60]([C:63]([O:65][CH2:66][CH3:67])=[O:64])=[N:61][CH:62]=3)[N:68]=2)=[CH:12][CH:13]=1)[CH:2]([CH3:3])[CH3:4].